From a dataset of Catalyst prediction with 721,799 reactions and 888 catalyst types from USPTO. Predict which catalyst facilitates the given reaction. (1) The catalyst class is: 6. Reactant: [CH3:1][C:2]([S:5][C:6]1[CH:7]=[C:8]2[C:13](=[CH:14][C:15]=1[O:16][CH3:17])[N:12]=[CH:11][CH:10]=[C:9]2[NH:18][C:19]1[C:23]([CH3:24])=[C:22]([CH3:25])[NH:21][N:20]=1)([CH3:4])[CH3:3].C1C[O:29]CC1.OOS([O-])=O.[K+]. Product: [CH3:4][C:2]([S:5]([C:6]1[CH:7]=[C:8]2[C:13](=[CH:14][C:15]=1[O:16][CH3:17])[N:12]=[CH:11][CH:10]=[C:9]2[NH:18][C:19]1[C:23]([CH3:24])=[C:22]([CH3:25])[NH:21][N:20]=1)=[O:29])([CH3:1])[CH3:3]. (2) Reactant: [Cl:1][C:2]1[C:7]([CH3:8])=[C:6]([Cl:9])[CH:5]=[CH:4][N:3]=1.[Br:10]N1C(=O)CCC1=O.C1(C(OOC(=O)C2C=CC=CC=2)=O)C=CC=CC=1. Product: [Br:10][CH2:8][C:7]1[C:2]([Cl:1])=[N:3][CH:4]=[CH:5][C:6]=1[Cl:9]. The catalyst class is: 53. (3) The catalyst class is: 10. Product: [F:26][C:17]1[C:8]([N:3]2[CH2:4][CH2:5][O:6][CH2:7][C@H:2]2[CH3:1])=[N:9][C:10]2[CH2:11][CH2:12][N:13]([C:18]([O:20][C:21]([CH3:23])([CH3:22])[CH3:24])=[O:19])[CH2:14][C:15]=2[CH:16]=1. Reactant: [CH3:1][C@@H:2]1[CH2:7][O:6][CH2:5][CH2:4][N:3]1[C:8]1[CH:17]=[CH:16][C:15]2[CH2:14][N:13]([C:18]([O:20][C:21]([CH3:24])([CH3:23])[CH3:22])=[O:19])[CH2:12][CH2:11][C:10]=2[N:9]=1.[B-](F)(F)(F)[F:26].[B-](F)(F)(F)F.C1[N+]2(CCl)CC[N+](F)(CC2)C1.O. (4) Reactant: CC1C(C)=C(C)[SiH](C)[SiH-](C)(C)C=1.[Li+].[C:14]1(=O)[CH2:19][CH2:18][CH2:17][CH2:16][CH2:15]1.[F:21][C:22]([F:36])([F:35])[C:23](OC1C=CC([N+]([O-])=O)=CC=1)=O.[NH2:37][NH2:38].Cl. Product: [F:21][C:22]([F:36])([F:35])[C:23]1[C:14]2[CH2:19][CH2:18][CH2:17][CH2:16][C:15]=2[NH:38][N:37]=1. The catalyst class is: 7. (5) The catalyst class is: 10. Reactant: Br[CH2:2][CH2:3][O:4][CH:5]1[CH2:10][CH2:9][CH2:8][CH2:7][O:6]1.[I:11][C:12]1[CH:13]=[N:14][NH:15][CH:16]=1.C(=O)([O-])[O-].[Cs+].[Cs+]. Product: [I:11][C:12]1[CH:13]=[N:14][N:15]([CH2:2][CH2:3][O:4][CH:5]2[CH2:10][CH2:9][CH2:8][CH2:7][O:6]2)[CH:16]=1. (6) Reactant: [Cl:1][C:2]1[N:7]=[C:6]([C:8]2[CH:13]=[CH:12][CH:11]=[CH:10][N:9]=2)[N:5]=[C:4]([NH:14][CH2:15][C:16]([F:19])([F:18])[F:17])[C:3]=1[C:20]1[C:25]([F:26])=[CH:24][C:23](F)=[CH:22][C:21]=1[F:28].[CH3:29][C:30]([CH3:33])([O-:32])[CH3:31].[K+]. Product: [C:30]([O:32][C:23]1[CH:24]=[C:25]([F:26])[C:20]([C:3]2[C:4]([NH:14][CH2:15][C:16]([F:17])([F:18])[F:19])=[N:5][C:6]([C:8]3[CH:13]=[CH:12][CH:11]=[CH:10][N:9]=3)=[N:7][C:2]=2[Cl:1])=[C:21]([F:28])[CH:22]=1)([CH3:33])([CH3:31])[CH3:29]. The catalyst class is: 1. (7) Reactant: [ClH:1].[F:2][C:3]1[CH:4]=[CH:5][C:6]([CH3:11])=[C:7]([NH:9]N)[CH:8]=1.O.Cl.[NH:14]1[CH2:19][CH2:18][C:17](=O)[CH2:16][CH2:15]1.Cl. Product: [ClH:1].[F:2][C:3]1[C:8]2[C:16]3[CH2:15][NH:14][CH2:19][CH2:18][C:17]=3[NH:9][C:7]=2[C:6]([CH3:11])=[CH:5][CH:4]=1. The catalyst class is: 14.